Dataset: Catalyst prediction with 721,799 reactions and 888 catalyst types from USPTO. Task: Predict which catalyst facilitates the given reaction. Reactant: C1C(=O)N([Br:8])C(=O)C1.[CH3:9][O:10][C:11]1[CH:12]=[C:13]([CH:16]=[CH:17][C:18]=1[CH3:19])[C:14]#[N:15]. Product: [Br:8][CH2:19][C:18]1[CH:17]=[CH:16][C:13]([C:14]#[N:15])=[CH:12][C:11]=1[O:10][CH3:9]. The catalyst class is: 340.